From a dataset of NCI-60 drug combinations with 297,098 pairs across 59 cell lines. Regression. Given two drug SMILES strings and cell line genomic features, predict the synergy score measuring deviation from expected non-interaction effect. (1) Drug 1: CN(C)C1=NC(=NC(=N1)N(C)C)N(C)C. Drug 2: CC12CCC3C(C1CCC2OP(=O)(O)O)CCC4=C3C=CC(=C4)OC(=O)N(CCCl)CCCl.[Na+]. Cell line: SF-295. Synergy scores: CSS=2.94, Synergy_ZIP=-2.83, Synergy_Bliss=-4.01, Synergy_Loewe=-2.88, Synergy_HSA=-2.96. (2) Drug 1: C1CC(=O)NC(=O)C1N2CC3=C(C2=O)C=CC=C3N. Drug 2: C1CC(=O)NC(=O)C1N2C(=O)C3=CC=CC=C3C2=O. Cell line: MALME-3M. Synergy scores: CSS=-0.618, Synergy_ZIP=-0.440, Synergy_Bliss=-0.00628, Synergy_Loewe=0.291, Synergy_HSA=-0.0271. (3) Drug 1: CNC(=O)C1=NC=CC(=C1)OC2=CC=C(C=C2)NC(=O)NC3=CC(=C(C=C3)Cl)C(F)(F)F. Drug 2: COC1=C2C(=CC3=C1OC=C3)C=CC(=O)O2. Cell line: SW-620. Synergy scores: CSS=1.16, Synergy_ZIP=15.7, Synergy_Bliss=17.9, Synergy_Loewe=-2.34, Synergy_HSA=-3.24. (4) Drug 1: C1C(C(OC1N2C=C(C(=O)NC2=O)F)CO)O. Drug 2: CCC(=C(C1=CC=CC=C1)C2=CC=C(C=C2)OCCN(C)C)C3=CC=CC=C3.C(C(=O)O)C(CC(=O)O)(C(=O)O)O. Cell line: NCI-H226. Synergy scores: CSS=6.99, Synergy_ZIP=0.0977, Synergy_Bliss=-1.37, Synergy_Loewe=2.83, Synergy_HSA=-2.32. (5) Drug 1: CCCS(=O)(=O)NC1=C(C(=C(C=C1)F)C(=O)C2=CNC3=C2C=C(C=N3)C4=CC=C(C=C4)Cl)F. Drug 2: CC1=CC=C(C=C1)C2=CC(=NN2C3=CC=C(C=C3)S(=O)(=O)N)C(F)(F)F. Cell line: SF-539. Synergy scores: CSS=4.68, Synergy_ZIP=-1.96, Synergy_Bliss=1.26, Synergy_Loewe=2.30, Synergy_HSA=2.20. (6) Drug 1: CNC(=O)C1=CC=CC=C1SC2=CC3=C(C=C2)C(=NN3)C=CC4=CC=CC=N4. Drug 2: CC1=C2C(C(=O)C3(C(CC4C(C3C(C(C2(C)C)(CC1OC(=O)C(C(C5=CC=CC=C5)NC(=O)C6=CC=CC=C6)O)O)OC(=O)C7=CC=CC=C7)(CO4)OC(=O)C)O)C)OC(=O)C. Cell line: SW-620. Synergy scores: CSS=31.4, Synergy_ZIP=-1.62, Synergy_Bliss=3.37, Synergy_Loewe=-14.6, Synergy_HSA=1.50. (7) Drug 1: CC1=C(C=C(C=C1)NC(=O)C2=CC=C(C=C2)CN3CCN(CC3)C)NC4=NC=CC(=N4)C5=CN=CC=C5. Drug 2: CC1=C(C(=O)C2=C(C1=O)N3CC4C(C3(C2COC(=O)N)OC)N4)N. Cell line: SF-295. Synergy scores: CSS=43.9, Synergy_ZIP=-1.31, Synergy_Bliss=-2.26, Synergy_Loewe=-46.6, Synergy_HSA=-4.79. (8) Drug 1: COC1=C2C(=CC3=C1OC=C3)C=CC(=O)O2. Drug 2: C(CN)CNCCSP(=O)(O)O. Cell line: OVCAR-8. Synergy scores: CSS=0.680, Synergy_ZIP=1.73, Synergy_Bliss=1.99, Synergy_Loewe=-2.87, Synergy_HSA=-2.87. (9) Synergy scores: CSS=8.15, Synergy_ZIP=-1.96, Synergy_Bliss=1.55, Synergy_Loewe=1.49, Synergy_HSA=0.890. Cell line: ACHN. Drug 2: C1=CC(=CC=C1C#N)C(C2=CC=C(C=C2)C#N)N3C=NC=N3. Drug 1: C1CCC(C1)C(CC#N)N2C=C(C=N2)C3=C4C=CNC4=NC=N3. (10) Drug 1: CN(C)C1=NC(=NC(=N1)N(C)C)N(C)C. Drug 2: C1=CN(C=N1)CC(O)(P(=O)(O)O)P(=O)(O)O. Cell line: SNB-75. Synergy scores: CSS=0.282, Synergy_ZIP=-1.77, Synergy_Bliss=0.389, Synergy_Loewe=-4.53, Synergy_HSA=-1.92.